This data is from Forward reaction prediction with 1.9M reactions from USPTO patents (1976-2016). The task is: Predict the product of the given reaction. (1) Given the reactants [CH2:1]([O:3][C:4]1[CH:9]=[CH:8][C:7]([N+:10]([O-])=O)=[CH:6][C:5]=1[C:13]1[NH:18][C:17](=[O:19])[C:16]2=[C:20]([CH3:32])[N:21]=[C:22]([CH2:23][CH:24]([CH2:30][CH3:31])[CH2:25][CH2:26][CH2:27][CH2:28][CH3:29])[N:15]2[N:14]=1)[CH3:2].C1CCCCC1.C(OCC)(=O)C, predict the reaction product. The product is: [NH2:10][C:7]1[CH:8]=[CH:9][C:4]([O:3][CH2:1][CH3:2])=[C:5]([C:13]2[NH:18][C:17](=[O:19])[C:16]3=[C:20]([CH3:32])[N:21]=[C:22]([CH2:23][CH:24]([CH2:30][CH3:31])[CH2:25][CH2:26][CH2:27][CH2:28][CH3:29])[N:15]3[N:14]=2)[CH:6]=1. (2) The product is: [CH3:16][C:17]1[N:21]([CH2:22][C:23]([N:25]2[CH2:30][CH2:29][CH:28]([C:31]3[S:33][CH:2]=[C:3]([C:5]4[CH2:9][CH:8]([CH2:10][C:11]([OH:13])=[O:12])[O:7][N:6]=4)[N:32]=3)[CH2:27][CH2:26]2)=[O:24])[N:20]=[C:19]([C:34]([F:37])([F:35])[F:36])[CH:18]=1. Given the reactants Cl[CH2:2][C:3]([C:5]1[CH2:9][CH:8]([CH2:10][C:11]([OH:13])=[O:12])[O:7][N:6]=1)=O.[Br-].[Na+].[CH3:16][C:17]1[N:21]([CH2:22][C:23]([N:25]2[CH2:30][CH2:29][CH:28]([C:31](=[S:33])[NH2:32])[CH2:27][CH2:26]2)=[O:24])[N:20]=[C:19]([C:34]([F:37])([F:36])[F:35])[CH:18]=1, predict the reaction product.